Dataset: Reaction yield outcomes from USPTO patents with 853,638 reactions. Task: Predict the reaction yield, written as a fraction of the theoretical maximum amount of product (1.0 means a 100% yield; for example, 0.34 means a 34% yield). (1) The reactants are [CH3:1][O:2][C:3]1[CH:29]=[CH:28][C:6]([CH2:7][N:8]2[CH2:12][CH:11]([CH2:13][CH2:14][O:15]S(C3C=CC(C)=CC=3)(=O)=O)[N:10]([CH3:26])[C:9]2=[O:27])=[CH:5][CH:4]=1.[CH2:30]([O:32][C:33](=[O:46])[C:34]([O:37][C:38]1[CH:43]=[CH:42][C:41](O)=[CH:40][C:39]=1[CH3:45])([CH3:36])[CH3:35])[CH3:31].C(=O)([O-])[O-].[Cs+].[Cs+]. The catalyst is CN(C=O)C. The product is [CH2:30]([O:32][C:33](=[O:46])[C:34]([O:37][C:38]1[CH:43]=[CH:42][C:41]([O:15][CH2:14][CH2:13][CH:11]2[CH2:12][N:8]([CH2:7][C:6]3[CH:5]=[CH:4][C:3]([O:2][CH3:1])=[CH:29][CH:28]=3)[C:9](=[O:27])[N:10]2[CH3:26])=[CH:40][C:39]=1[CH3:45])([CH3:35])[CH3:36])[CH3:31]. The yield is 0.910. (2) The reactants are Br[C:2]1[C:7](=[O:8])[CH:6]=[CH:5][N:4]([C:9]2[CH:14]=[CH:13][CH:12]=[C:11]([C:15]([F:18])([F:17])[F:16])[CH:10]=2)[N:3]=1.[C:19]1([C:25]2[C:29](B(O)O)=[CH:28][N:27]([C:33]([C:46]3[CH:51]=[CH:50][CH:49]=[CH:48][CH:47]=3)([C:40]3[CH:45]=[CH:44][CH:43]=[CH:42][CH:41]=3)[C:34]3[CH:39]=[CH:38][CH:37]=[CH:36][CH:35]=3)[N:26]=2)[CH:24]=[CH:23][CH:22]=[CH:21][CH:20]=1.C([O-])([O-])=O.[Na+].[Na+].COCCOC. The catalyst is C1C=CC([P]([Pd]([P](C2C=CC=CC=2)(C2C=CC=CC=2)C2C=CC=CC=2)([P](C2C=CC=CC=2)(C2C=CC=CC=2)C2C=CC=CC=2)[P](C2C=CC=CC=2)(C2C=CC=CC=2)C2C=CC=CC=2)(C2C=CC=CC=2)C2C=CC=CC=2)=CC=1.O. The product is [C:19]1([C:25]2[C:29]([C:2]3[C:7](=[O:8])[CH:6]=[CH:5][N:4]([C:9]4[CH:14]=[CH:13][CH:12]=[C:11]([C:15]([F:18])([F:17])[F:16])[CH:10]=4)[N:3]=3)=[CH:28][N:27]([C:33]([C:46]3[CH:51]=[CH:50][CH:49]=[CH:48][CH:47]=3)([C:40]3[CH:41]=[CH:42][CH:43]=[CH:44][CH:45]=3)[C:34]3[CH:39]=[CH:38][CH:37]=[CH:36][CH:35]=3)[N:26]=2)[CH:24]=[CH:23][CH:22]=[CH:21][CH:20]=1. The yield is 0.670. (3) The reactants are [C:1](=[NH:20])([O:3][CH2:4][CH2:5][C:6]1[CH:11]=[CH:10][C:9]([O:12][C:13]2[CH:18]=[CH:17][CH:16]=[C:15]([CH3:19])[N:14]=2)=[CH:8][CH:7]=1)[NH2:2].[CH:21]([CH:23]([CH2:28][C:29]1[CH:30]=[N:31][N:32]([CH3:34])[CH:33]=1)[C:24](OC)=O)=[O:22].C([O-])([O-])=O.[K+].[K+]. The catalyst is CN1C(=O)CCC1. The product is [CH3:34][N:32]1[CH:33]=[C:29]([CH2:28][C:23]2[C:21](=[O:22])[N:20]=[C:1]([O:3][CH2:4][CH2:5][C:6]3[CH:7]=[CH:8][C:9]([O:12][C:13]4[CH:18]=[CH:17][CH:16]=[C:15]([CH3:19])[N:14]=4)=[CH:10][CH:11]=3)[NH:2][CH:24]=2)[CH:30]=[N:31]1. The yield is 0.0715.